This data is from Reaction yield outcomes from USPTO patents with 853,638 reactions. The task is: Predict the reaction yield, written as a fraction of the theoretical maximum amount of product (1.0 means a 100% yield; for example, 0.34 means a 34% yield). (1) The reactants are [H-].[Na+].[OH:3][C:4]1[CH:9]=[CH:8][C:7]([CH2:10][CH2:11][CH2:12][CH2:13][N:14]2[C:22](=[O:23])[C:21]3[C:16](=[CH:17][CH:18]=[CH:19][CH:20]=3)[C:15]2=[O:24])=[CH:6][CH:5]=1.[CH3:25][N:26]([CH3:30])[C:27](Cl)=[S:28]. The catalyst is CN(C=O)C. The product is [O:24]=[C:15]1[C:16]2[C:21](=[CH:20][CH:19]=[CH:18][CH:17]=2)[C:22](=[O:23])[N:14]1[CH2:13][CH2:12][CH2:11][CH2:10][C:7]1[CH:8]=[CH:9][C:4]([O:3][C:27](=[S:28])[N:26]([CH3:30])[CH3:25])=[CH:5][CH:6]=1. The yield is 0.590. (2) The reactants are FC(F)(F)[C:3]([C:5]1[N:6]=[C:7]([CH2:14][CH2:15][CH3:16])[N:8]2[CH:13]=[CH:12][CH:11]=[CH:10][C:9]=12)=[O:4].[OH-:19].[K+]. The catalyst is CCO. The product is [CH2:14]([C:7]1[N:8]2[CH:13]=[CH:12][CH:11]=[CH:10][C:9]2=[C:5]([C:3]([OH:4])=[O:19])[N:6]=1)[CH2:15][CH3:16]. The yield is 0.560. (3) The reactants are [N+:1]([C:4]1[C:13]2[N:12]=[CH:11][CH:10]=[N:9][C:8]=2[C:7]([C:14]#[N:15])=[CH:6][CH:5]=1)([O-])=O.[H][H]. The catalyst is C(OCC)(=O)C.C(O)C.[Pd]. The product is [NH2:1][C:4]1[C:13]2[NH:12][CH2:11][CH2:10][NH:9][C:8]=2[C:7]([C:14]#[N:15])=[CH:6][CH:5]=1. The yield is 0.900.